Dataset: Forward reaction prediction with 1.9M reactions from USPTO patents (1976-2016). Task: Predict the product of the given reaction. Given the reactants Cl[C:2]1([C:25]([O:27][CH2:28][CH3:29])=[O:26])[CH2:7][CH2:6][CH2:5][N:4]2[C:8]([C:11]3[CH:16]=[CH:15][C:14]([C:17]4[O:21][C:20]([CH3:22])=[N:19][CH:18]=4)=[C:13]([O:23][CH3:24])[CH:12]=3)=[N:9][N:10]=[C:3]12.[F:30][C:31]([F:40])([F:39])[C:32]1[CH:33]=[C:34]([OH:38])[CH:35]=[CH:36][CH:37]=1.C(=O)([O-])[O-].[K+].[K+].C(=O)([O-])O.[Na+], predict the reaction product. The product is: [CH3:24][O:23][C:13]1[CH:12]=[C:11]([C:8]2[N:4]3[CH2:5][CH2:6][CH2:7][C:2]([O:38][C:34]4[CH:35]=[CH:36][CH:37]=[C:32]([C:31]([F:30])([F:39])[F:40])[CH:33]=4)([C:25]([O:27][CH2:28][CH3:29])=[O:26])[C:3]3=[N:10][N:9]=2)[CH:16]=[CH:15][C:14]=1[C:17]1[O:21][C:20]([CH3:22])=[N:19][CH:18]=1.